This data is from Forward reaction prediction with 1.9M reactions from USPTO patents (1976-2016). The task is: Predict the product of the given reaction. (1) Given the reactants [C:1]([C:4]1[CH:5]=[CH:6][C:7]([OH:14])=[C:8]([CH:13]=1)[C:9]([O:11][CH3:12])=[O:10])(=[O:3])[CH3:2].[CH3:15]N(C=O)C.C(=O)([O-])[O-].[K+].[K+].CI, predict the reaction product. The product is: [C:1]([C:4]1[CH:5]=[CH:6][C:7]([O:14][CH3:15])=[C:8]([CH:13]=1)[C:9]([O:11][CH3:12])=[O:10])(=[O:3])[CH3:2]. (2) Given the reactants [OH-].[Na+].[Cl:3][C:4]1[S:8][C:7]([C:9]2[N:10]=[C:11]([O:19][C:20]3[CH:25]=[CH:24][C:23]([CH2:26][C:27]([O:29]C)=[O:28])=[CH:22][CH:21]=3)[C:12]3[CH2:18][S:17][CH2:16][CH2:15][C:13]=3[N:14]=2)=[CH:6][CH:5]=1, predict the reaction product. The product is: [Cl:3][C:4]1[S:8][C:7]([C:9]2[N:10]=[C:11]([O:19][C:20]3[CH:25]=[CH:24][C:23]([CH2:26][C:27]([OH:29])=[O:28])=[CH:22][CH:21]=3)[C:12]3[CH2:18][S:17][CH2:16][CH2:15][C:13]=3[N:14]=2)=[CH:6][CH:5]=1.